Dataset: Forward reaction prediction with 1.9M reactions from USPTO patents (1976-2016). Task: Predict the product of the given reaction. Given the reactants [C:1]1([S:7]([C:10]2[CH:11]=[CH:12][C:13]([C:16]#[N:17])=[N:14][CH:15]=2)(=[O:9])=[O:8])[CH:6]=[CH:5][CH:4]=[CH:3][CH:2]=1.[OH-].[NH4+], predict the reaction product. The product is: [C:1]1([S:7]([C:10]2[CH:11]=[CH:12][C:13]([CH2:16][NH2:17])=[N:14][CH:15]=2)(=[O:8])=[O:9])[CH:2]=[CH:3][CH:4]=[CH:5][CH:6]=1.